Dataset: Forward reaction prediction with 1.9M reactions from USPTO patents (1976-2016). Task: Predict the product of the given reaction. (1) Given the reactants [Br:1][C:2]1[CH:3]=[C:4]([N:9]2[CH2:14][CH2:13][O:12][CH2:11][CH2:10]2)[C:5](=[O:8])[NH:6][CH:7]=1.[H-].[Na+].[C:17]([O:21][C:22](=[O:27])[NH:23][CH2:24][CH2:25]Br)([CH3:20])([CH3:19])[CH3:18], predict the reaction product. The product is: [C:17]([O:21][C:22](=[O:27])[NH:23][CH2:24][CH2:25][N:6]1[CH:7]=[C:2]([Br:1])[CH:3]=[C:4]([N:9]2[CH2:14][CH2:13][O:12][CH2:11][CH2:10]2)[C:5]1=[O:8])([CH3:20])([CH3:19])[CH3:18]. (2) Given the reactants [S:1]1[CH:5]=[CH:4][N:3]=[C:2]1C=O.C(O[CH:11]([O:15][CH2:16][CH3:17])[O:12][CH2:13][CH3:14])C.C1(C)C=CC(S(O)(=O)=O)=CC=1.C(=O)(O)[O-].[Na+], predict the reaction product. The product is: [CH2:16]([O:15][CH:11]([C:2]1[S:1][CH:5]=[CH:4][N:3]=1)[O:12][CH2:13][CH3:14])[CH3:17]. (3) Given the reactants [CH2:1]([O:3][CH2:4][C:5]1[N:6]([NH:18][CH2:19][C:20]2[O:21][CH:22]=[CH:23][CH:24]=2)[C:7]2[C:16]3[CH:15]=[CH:14][CH:13]=[CH:12][C:11]=3[N:10]=[CH:9][C:8]=2[N:17]=1)[CH3:2].C1C=C(Cl)C=C(C(OO)=O)C=1.[NH4+:36].[OH-].C1(C)C=CC(S(Cl)(=O)=O)=CC=1, predict the reaction product. The product is: [CH2:1]([O:3][CH2:4][C:5]1[N:6]([NH:18][CH2:19][C:20]2[O:21][CH:22]=[CH:23][CH:24]=2)[C:7]2[C:16]3[CH:15]=[CH:14][CH:13]=[CH:12][C:11]=3[N:10]=[C:9]([NH2:36])[C:8]=2[N:17]=1)[CH3:2]. (4) Given the reactants [CH:1]1([NH:5][C:6](=[O:34])[NH:7][C:8]2[CH:32]=[CH:31][C:11]([C:12]([N:14]3[CH2:19][CH2:18][N:17]([CH2:20][C:21]4[CH:22]=[C:23]([CH:28]=[CH:29][N:30]=4)[C:24]([O:26]C)=[O:25])[CH2:16][CH2:15]3)=[O:13])=[CH:10][C:9]=2[F:33])[CH2:4][CH2:3][CH2:2]1.[OH-].[Na+:36], predict the reaction product. The product is: [CH:1]1([NH:5][C:6](=[O:34])[NH:7][C:8]2[CH:32]=[CH:31][C:11]([C:12]([N:14]3[CH2:19][CH2:18][N:17]([CH2:20][C:21]4[CH:22]=[C:23]([CH:28]=[CH:29][N:30]=4)[C:24]([O-:26])=[O:25])[CH2:16][CH2:15]3)=[O:13])=[CH:10][C:9]=2[F:33])[CH2:4][CH2:3][CH2:2]1.[Na+:36]. (5) Given the reactants [Cl:1][C:2]1[CH:7]=[C:6]([N:8]2[CH2:13][CH2:12][N:11]([CH3:14])[CH2:10][CH2:9]2)[C:5]([N+:15]([O-])=O)=[CH:4][N:3]=1, predict the reaction product. The product is: [Cl:1][C:2]1[N:3]=[CH:4][C:5]([NH2:15])=[C:6]([N:8]2[CH2:13][CH2:12][N:11]([CH3:14])[CH2:10][CH2:9]2)[CH:7]=1.